This data is from Catalyst prediction with 721,799 reactions and 888 catalyst types from USPTO. The task is: Predict which catalyst facilitates the given reaction. (1) Reactant: [NH:1]([C:5]1[CH:9]=[CH:8][O:7][C:6]=1[C:10]([O:12]CC)=O)[C:2]([NH2:4])=[O:3].[OH-].[Na+].Cl. Product: [N:1]1[C:5]2[CH:9]=[CH:8][O:7][C:6]=2[C:10]([OH:12])=[N:4][C:2]=1[OH:3]. The catalyst class is: 5. (2) Reactant: [C:1]([O:8][CH3:9])(=[O:7])[CH2:2][C:3]([O:5][CH3:6])=[O:4].[C:10]([C:12]1[CH:19]=[CH:18][C:15]([CH:16]=O)=[CH:14][CH:13]=1)#[N:11].N1CCCCC1. Product: [C:10]([C:12]1[CH:19]=[CH:18][C:15]([CH:16]=[C:2]([C:1]([O:8][CH3:9])=[O:7])[C:3]([O:5][CH3:6])=[O:4])=[CH:14][CH:13]=1)#[N:11]. The catalyst class is: 5.